This data is from Catalyst prediction with 721,799 reactions and 888 catalyst types from USPTO. The task is: Predict which catalyst facilitates the given reaction. (1) Reactant: Cl.[CH2:2]([CH:9]([CH2:18][P:19]([CH:22]([NH:24]C(OC(C)(C)C)=O)[CH3:23])([OH:21])=[O:20])[C:10]([NH:12][CH:13]([CH3:17])[C:14]([OH:16])=[O:15])=[O:11])[C:3]1[CH:8]=[CH:7][CH:6]=[CH:5][CH:4]=1.[C:32]([O:36][C:37]([NH:39][CH:40]([C:46]([N:48]1[CH2:52][CH2:51][CH2:50][CH:49]1[C:53]#[N:54])=[O:47])[CH2:41][CH2:42][C:43]([OH:45])=O)=[O:38])([CH3:35])([CH3:34])[CH3:33].[CH3:55]N1CCOCC1.Cl.CN(C)CCCN=C=NCC.OC1C2N=NNC=2C=CC=1. Product: [CH3:55][O:16][C:14](=[O:15])[CH:13]([NH:12][C:10](=[O:11])[CH:9]([CH2:2][C:3]1[CH:8]=[CH:7][CH:6]=[CH:5][CH:4]=1)[CH2:18][P:19]([CH:22]([NH:24][C:43](=[O:45])[CH2:42][CH2:41][CH:40]([NH:39][C:37]([O:36][C:32]([CH3:33])([CH3:34])[CH3:35])=[O:38])[C:46]([N:48]1[CH2:52][CH2:51][CH2:50][CH:49]1[C:53]#[N:54])=[O:47])[CH3:23])([OH:21])=[O:20])[CH3:17]. The catalyst class is: 96. (2) Reactant: [CH3:1][CH:2]([CH3:33])[C:3]1[N:4]=[C:5]([N:27]([CH3:32])[S:28]([CH3:31])(=[O:30])=[O:29])[N:6]=[C:7]([C:20]2[CH:25]=[CH:24][C:23]([F:26])=[CH:22][CH:21]=2)[C:8]=1/[CH:9]=[CH:10]/[C@H:11]([CH2:13][C@H:14]([CH2:16][C:17]([O-:19])=[O:18])[OH:15])[OH:12].[CH3:34][CH:35]([CH3:66])[C:36]1[N:37]=[C:38]([N:60]([CH3:65])[S:61]([CH3:64])(=[O:63])=[O:62])[N:39]=[C:40]([C:53]2[CH:58]=[CH:57][C:56]([F:59])=[CH:55][CH:54]=2)[C:41]=1/[CH:42]=[CH:43]/[C@H:44]([CH2:46][C@H:47]([CH2:49][C:50]([O-:52])=[O:51])[OH:48])[OH:45].[Ca+2:67].[CH3:68][C:69]([O:71][C:72]1[CH:73]=[CH:74][CH:75]=[CH:76][C:77]=1[C:78]([OH:80])=[O:79])=[O:70]. Product: [CH3:1][CH:2]([CH3:33])[C:3]1[N:4]=[C:5]([N:27]([CH3:32])[S:28]([CH3:31])(=[O:29])=[O:30])[N:6]=[C:7]([C:20]2[CH:21]=[CH:22][C:23]([F:26])=[CH:24][CH:25]=2)[C:8]=1/[CH:9]=[CH:10]/[C@H:11]([CH2:13][C@H:14]([CH2:16][C:17]([O-:19])=[O:18])[OH:15])[OH:12].[CH3:34][CH:35]([CH3:66])[C:36]1[N:37]=[C:38]([N:60]([CH3:65])[S:61]([CH3:64])(=[O:62])=[O:63])[N:39]=[C:40]([C:53]2[CH:54]=[CH:55][C:56]([F:59])=[CH:57][CH:58]=2)[C:41]=1/[CH:42]=[CH:43]/[C@H:44]([CH2:46][C@H:47]([CH2:49][C:50]([O-:52])=[O:51])[OH:48])[OH:45].[Ca+2:67].[CH3:68][C:69]([O:71][C:72]1[CH:73]=[CH:74][CH:75]=[CH:76][C:77]=1[C:78]([OH:80])=[O:79])=[O:70]. The catalyst class is: 8.